Dataset: NCI-60 drug combinations with 297,098 pairs across 59 cell lines. Task: Regression. Given two drug SMILES strings and cell line genomic features, predict the synergy score measuring deviation from expected non-interaction effect. Cell line: RXF 393. Drug 1: C1=CN(C(=O)N=C1N)C2C(C(C(O2)CO)O)O.Cl. Synergy scores: CSS=6.70, Synergy_ZIP=-2.77, Synergy_Bliss=-2.83, Synergy_Loewe=-1.41, Synergy_HSA=-1.32. Drug 2: C1C(C(OC1N2C=NC3=C(N=C(N=C32)Cl)N)CO)O.